Dataset: Reaction yield outcomes from USPTO patents with 853,638 reactions. Task: Predict the reaction yield, written as a fraction of the theoretical maximum amount of product (1.0 means a 100% yield; for example, 0.34 means a 34% yield). (1) The reactants are [CH2:1]([O:3][C:4]1[CH:5]=[C:6]([C:20]2[CH:25]=[CH:24][C:23]([CH2:26][C:27](O)=[O:28])=[C:22]([F:30])[CH:21]=2)[CH:7]=[N:8][C:9]=1[O:10][CH2:11][C:12]1[CH:17]=[CH:16][C:15]([O:18][CH3:19])=[CH:14][CH:13]=1)[CH3:2].[NH2:31][C:32]1[CH:37]=[CH:36][C:35]([CH2:38][C:39]([F:46])([F:45])[C:40]([O:42][CH2:43][CH3:44])=[O:41])=[C:34]([C:47]([F:50])([F:49])[F:48])[CH:33]=1.C(P1(=O)OP(CCC)(=O)OP(CCC)(=O)O1)CC.CC(=O)OCC. The catalyst is N1C=CC=CC=1. The product is [CH2:1]([O:3][C:4]1[CH:5]=[C:6]([C:20]2[CH:25]=[CH:24][C:23]([CH2:26][C:27]([NH:31][C:32]3[CH:37]=[CH:36][C:35]([CH2:38][C:39]([F:45])([F:46])[C:40]([O:42][CH2:43][CH3:44])=[O:41])=[C:34]([C:47]([F:48])([F:49])[F:50])[CH:33]=3)=[O:28])=[C:22]([F:30])[CH:21]=2)[CH:7]=[N:8][C:9]=1[O:10][CH2:11][C:12]1[CH:13]=[CH:14][C:15]([O:18][CH3:19])=[CH:16][CH:17]=1)[CH3:2]. The yield is 0.412. (2) The reactants are C[O:2][C:3]1[C:4]([CH3:11])=[C:5]([CH:8]=[CH:9][CH:10]=1)[C:6]#[N:7].[I-].[NH4+].B(Cl)(Cl)Cl. The catalyst is ClCCl. The product is [OH:2][C:3]1[C:4]([CH3:11])=[C:5]([CH:8]=[CH:9][CH:10]=1)[C:6]#[N:7]. The yield is 0.910. (3) The reactants are [CH2:1]([N:5]1[C:13]2[N:12]=[CH:11][NH:10][C:9]=2[C:8](=[O:14])[NH:7]/[C:6]/1=[N:15]\[NH2:16])[CH2:2][CH2:3][CH3:4].[CH:17]([O-])([O-])OCC. No catalyst specified. The product is [CH2:1]([N:5]1[C:13]2[N:12]=[CH:11][NH:10][C:9]=2[C:8](=[O:14])[N:7]2[CH:17]=[N:16][N:15]=[C:6]12)[CH2:2][CH2:3][CH3:4]. The yield is 0.718. (4) The reactants are [OH:1][C:2]1[CH:3]=[C:4]([O:16][C:17]2[CH:22]=[CH:21][C:20]([S:23]([CH3:26])(=[O:25])=[O:24])=[CH:19][CH:18]=2)[CH:5]=[C:6]2[C:10]=1[NH:9][C:8]([C:11]([O:13][CH2:14][CH3:15])=[O:12])=[CH:7]2.[C:27]([Si:31]([C:43]([CH3:46])([CH3:45])[CH3:44])([C:37]1[CH:42]=[CH:41][CH:40]=[CH:39][CH:38]=1)[O:32][CH2:33][CH:34](O)[CH3:35])([CH3:30])([CH3:29])[CH3:28].N(C(N1CCCCC1)=O)=NC(N1CCCCC1)=O.C(P(CCCC)CCCC)CCC. The catalyst is O1CCCC1. The product is [C:43]([Si:31]([C:27]([CH3:28])([CH3:30])[CH3:29])([C:37]1[CH:38]=[CH:39][CH:40]=[CH:41][CH:42]=1)[O:32][CH2:33][CH:34]([CH3:35])[O:1][C:2]1[CH:3]=[C:4]([O:16][C:17]2[CH:22]=[CH:21][C:20]([S:23]([CH3:26])(=[O:25])=[O:24])=[CH:19][CH:18]=2)[CH:5]=[C:6]2[C:10]=1[NH:9][C:8]([C:11]([O:13][CH2:14][CH3:15])=[O:12])=[CH:7]2)([CH3:44])([CH3:45])[CH3:46]. The yield is 0.570. (5) The reactants are [CH:1]1([C:4]([NH:6][C:7]2[N:8]=[CH:9][C:10]3[C:15]([CH:16]=2)=[CH:14][CH:13]=[C:12]([O:17][C@H:18]([CH3:23])[C:19](OC)=[O:20])[CH:11]=3)=[O:5])[CH2:3][CH2:2]1.[AlH4-].[Li+]. The catalyst is O1CCCC1. The product is [OH:20][CH2:19][C@H:18]([O:17][C:12]1[CH:11]=[C:10]2[C:15]([CH:16]=[C:7]([NH:6][C:4]([CH:1]3[CH2:3][CH2:2]3)=[O:5])[N:8]=[CH:9]2)=[CH:14][CH:13]=1)[CH3:23]. The yield is 0.430. (6) The reactants are [CH2:1]([C:3]([C:28]1[CH:33]=[CH:32][C:31](OS(C(F)(F)F)(=O)=O)=[C:30]([CH3:42])[CH:29]=1)([C:6]1[CH:11]=[CH:10][C:9](/[CH:12]=[CH:13]/[C:14]([O:23][CH2:24][O:25][CH3:26])([C:19]([F:22])([F:21])[F:20])[C:15]([F:18])([F:17])[F:16])=[C:8]([CH3:27])[CH:7]=1)[CH2:4][CH3:5])[CH3:2].C1C=CC(P(C2C=CC=CC=2)CCCP(C2C=CC=CC=2)C2C=CC=CC=2)=CC=1.[CH2:72]([O:74][C:75](=[O:78])[CH:76]=[CH2:77])[CH3:73].CCN(CC)CC. The catalyst is CN(C=O)C.CC([O-])=O.CC([O-])=O.[Pd+2].O. The product is [CH2:72]([O:74][C:75](=[O:78])/[CH:76]=[CH:77]/[C:31]1[CH:32]=[CH:33][C:28]([C:3]([CH2:4][CH3:5])([C:6]2[CH:11]=[CH:10][C:9](/[CH:12]=[CH:13]/[C:14]([O:23][CH2:24][O:25][CH3:26])([C:19]([F:22])([F:21])[F:20])[C:15]([F:18])([F:17])[F:16])=[C:8]([CH3:27])[CH:7]=2)[CH2:1][CH3:2])=[CH:29][C:30]=1[CH3:42])[CH3:73]. The yield is 0.636. (7) The reactants are [CH2:1]([C:3]1[CH:4]=[C:5]2[C:10](=[CH:11][C:12]=1[OH:13])[O:9][CH:8]([C:14]([F:17])([F:16])[F:15])[C:7]([C:18]([OH:20])=[O:19])=[CH:6]2)[CH3:2].C(=O)([O-])[O-].[Cs+].[Cs+].[CH2:27](Br)[CH3:28].C(OCC)(=O)C. The catalyst is CN(C)C=O. The product is [CH2:1]([C:3]1[CH:4]=[C:5]2[C:10](=[CH:11][C:12]=1[OH:13])[O:9][CH:8]([C:14]([F:15])([F:16])[F:17])[C:7]([C:18]([O:20][CH2:27][CH3:28])=[O:19])=[CH:6]2)[CH3:2]. The yield is 0.670.